Predict the reactants needed to synthesize the given product. From a dataset of Full USPTO retrosynthesis dataset with 1.9M reactions from patents (1976-2016). (1) Given the product [C:25]1([CH:19]([C:13]2[CH:14]=[CH:15][CH:16]=[CH:17][CH:18]=2)[N:20]2[CH2:23][C:22]3([CH2:7][O:24]3)[CH2:21]2)[CH:26]=[CH:27][CH:28]=[CH:29][CH:30]=1, predict the reactants needed to synthesize it. The reactants are: [I-].C[S+](C)(C)=O.[CH3:7]S(C)=O.[H-].[Na+].[C:13]1([CH:19]([C:25]2[CH:30]=[CH:29][CH:28]=[CH:27][CH:26]=2)[N:20]2[CH2:23][C:22](=[O:24])[CH2:21]2)[CH:18]=[CH:17][CH:16]=[CH:15][CH:14]=1. (2) Given the product [CH2:1]([CH:3]([C:6]1[C:7]2[N:8]([C:13]([C:17]3[S:21][C:20]([N:22]([CH3:23])[S:34]([CH2:32][CH3:33])(=[O:36])=[O:35])=[N:19][C:18]=3[CH3:24])=[C:14]([CH3:16])[N:15]=2)[N:9]=[C:10]([CH3:12])[CH:11]=1)[CH2:4][CH3:5])[CH3:2], predict the reactants needed to synthesize it. The reactants are: [CH2:1]([CH:3]([C:6]1[C:7]2[N:8]([C:13]([C:17]3[S:21][C:20]([NH:22][CH3:23])=[N:19][C:18]=3[CH3:24])=[C:14]([CH3:16])[N:15]=2)[N:9]=[C:10]([CH3:12])[CH:11]=1)[CH2:4][CH3:5])[CH3:2].C(N(CC)CC)C.[CH2:32]([S:34](Cl)(=[O:36])=[O:35])[CH3:33]. (3) The reactants are: [F:1][C:2]([F:17])([F:16])[CH2:3][O:4][C:5]1[CH:6]=[N:7][C:8]2[C:9](=O)[CH2:10][CH2:11][CH2:12][C:13]=2[CH:14]=1.Cl.[NH2:19][OH:20].C([O-])(=O)C.[Na+].O. Given the product [F:1][C:2]([F:17])([F:16])[CH2:3][O:4][C:5]1[CH:6]=[N:7][C:8]2[C:9](=[N:19][OH:20])[CH2:10][CH2:11][CH2:12][C:13]=2[CH:14]=1, predict the reactants needed to synthesize it. (4) Given the product [Cl:7][C:5]1[CH:4]=[C:3]([C:8]([OH:10])=[O:9])[CH:2]=[CH:1][CH:6]=1, predict the reactants needed to synthesize it. The reactants are: [CH:1]1[CH:6]=[C:5]([Cl:7])[CH:4]=[C:3]([C:8]([O:10]O)=[O:9])[CH:2]=1.